This data is from NCI-60 drug combinations with 297,098 pairs across 59 cell lines. The task is: Regression. Given two drug SMILES strings and cell line genomic features, predict the synergy score measuring deviation from expected non-interaction effect. (1) Drug 1: CN1CCC(CC1)COC2=C(C=C3C(=C2)N=CN=C3NC4=C(C=C(C=C4)Br)F)OC. Drug 2: C1CN1P(=S)(N2CC2)N3CC3. Cell line: PC-3. Synergy scores: CSS=12.6, Synergy_ZIP=-3.30, Synergy_Bliss=1.10, Synergy_Loewe=1.98, Synergy_HSA=3.19. (2) Drug 1: CS(=O)(=O)C1=CC(=C(C=C1)C(=O)NC2=CC(=C(C=C2)Cl)C3=CC=CC=N3)Cl. Drug 2: C1=NC2=C(N1)C(=S)N=C(N2)N. Cell line: SK-MEL-2. Synergy scores: CSS=26.1, Synergy_ZIP=-3.29, Synergy_Bliss=1.32, Synergy_Loewe=-13.1, Synergy_HSA=-3.13.